This data is from Forward reaction prediction with 1.9M reactions from USPTO patents (1976-2016). The task is: Predict the product of the given reaction. (1) Given the reactants [F:1][C:2]1[CH:7]=[CH:6][CH:5]=[C:4]([NH:8][CH3:9])[C:3]=1[NH:10]C(=O)OC(C)(C)C.Cl, predict the reaction product. The product is: [F:1][C:2]1[CH:7]=[CH:6][CH:5]=[C:4]([NH:8][CH3:9])[C:3]=1[NH2:10]. (2) The product is: [Br:54][C:55]1[CH:60]=[CH:59][C:58]2[NH:61][C:12]([C@H:11]([NH:10][C:8](=[O:9])[O:7][C:3]([CH3:6])([CH3:5])[CH3:4])[CH2:15][C:16]3[CH:21]=[CH:20][C:19]([O:22][CH3:23])=[CH:18][CH:17]=3)=[N:62][C:57]=2[CH:56]=1. Given the reactants N#N.[C:3]([O:7][C:8]([NH:10][C@H:11]([CH2:15][C:16]1[CH:21]=[CH:20][C:19]([O:22][CH3:23])=[CH:18][CH:17]=1)[C:12](O)=O)=[O:9])([CH3:6])([CH3:5])[CH3:4].C(N1CCOCC1)C.CN(C(ON1N=NC2C=CC=CC1=2)=[N+](C)C)C.[B-](F)(F)(F)F.[Br:54][C:55]1[CH:56]=[C:57]([NH2:62])[C:58]([NH2:61])=[CH:59][CH:60]=1, predict the reaction product. (3) Given the reactants [CH3:1][NH:2][CH:3]([CH2:5][CH:6]=[CH2:7])[CH3:4].[C:8](O[C:8]([O:10][C:11]([CH3:14])([CH3:13])[CH3:12])=[O:9])([O:10][C:11]([CH3:14])([CH3:13])[CH3:12])=[O:9], predict the reaction product. The product is: [CH3:1][N:2]([C:8]([O:10][C:11]([CH3:14])([CH3:13])[CH3:12])=[O:9])[CH:3]([CH2:5][CH:6]=[CH2:7])[CH3:4]. (4) Given the reactants [C:1]([N:5]1[C:9](=[O:10])[C:8](Cl)=[C:7]([C:12]2[CH:17]=[CH:16][CH:15]=[CH:14][CH:13]=2)[S:6]1(=[O:19])=[O:18])([CH3:4])([CH3:3])[CH3:2].Cl.Cl.[CH3:22][C:23]1[CH:24]=[CH:25][C:26]([N:29]2[CH2:34][CH2:33][CH:32]([NH2:35])[CH2:31][CH2:30]2)=[N:27][CH:28]=1, predict the reaction product. The product is: [C:1]([N:5]1[C:9](=[O:10])[C:8]([NH:35][CH:32]2[CH2:31][CH2:30][N:29]([C:26]3[CH:25]=[CH:24][C:23]([CH3:22])=[CH:28][N:27]=3)[CH2:34][CH2:33]2)=[C:7]([C:12]2[CH:17]=[CH:16][CH:15]=[CH:14][CH:13]=2)[S:6]1(=[O:19])=[O:18])([CH3:4])([CH3:3])[CH3:2]. (5) Given the reactants [Cl:1][C:2]1[CH:3]=[C:4]2[C:9](=[C:10]([C:12](O)=[O:13])[CH:11]=1)[NH:8][CH:7]([C:15]1[CH:20]=[CH:19][CH:18]=[C:17]([N:21]3[CH2:25][CH2:24][CH2:23][CH2:22]3)[CH:16]=1)[CH2:6][C:5]2([CH3:27])[CH3:26].Cl.CN(C)CCCN=C=NCC.[CH3:40][S:41]([NH2:44])(=[O:43])=[O:42], predict the reaction product. The product is: [Cl:1][C:2]1[CH:3]=[C:4]2[C:9](=[C:10]([C:12]([NH:44][S:41]([CH3:40])(=[O:43])=[O:42])=[O:13])[CH:11]=1)[NH:8][CH:7]([C:15]1[CH:20]=[CH:19][CH:18]=[C:17]([N:21]3[CH2:25][CH2:24][CH2:23][CH2:22]3)[CH:16]=1)[CH2:6][C:5]2([CH3:27])[CH3:26]. (6) Given the reactants [CH3:1][C:2]1[CH:7]=[CH:6][N:5]=[CH:4][C:3]=1[N:8]1[CH2:12][CH2:11][NH:10][C:9]1=[O:13].[CH3:14][O:15][C:16](=[O:25])[C:17]1[CH:22]=[CH:21][C:20](Br)=[CH:19][C:18]=1[F:24].N[C@@H]1CCCC[C@H]1N.P([O-])([O-])([O-])=O.[K+].[K+].[K+], predict the reaction product. The product is: [CH3:14][O:15][C:16](=[O:25])[C:17]1[CH:22]=[CH:21][C:20]([N:10]2[CH2:11][CH2:12][N:8]([C:3]3[CH:4]=[N:5][CH:6]=[CH:7][C:2]=3[CH3:1])[C:9]2=[O:13])=[CH:19][C:18]=1[F:24]. (7) Given the reactants C(OC(=O)[NH:10][C:11]1([C:14]2[N:18]=[C:17]([C:19]([F:22])([F:21])[F:20])[O:16][N:15]=2)[CH2:13][CH2:12]1)C1C=CC=CC=1.[BrH:24], predict the reaction product. The product is: [BrH:24].[F:22][C:19]([F:20])([F:21])[C:17]1[O:16][N:15]=[C:14]([C:11]2([NH2:10])[CH2:12][CH2:13]2)[N:18]=1. (8) Given the reactants [NH:1]1[CH2:6][CH2:5][NH:4][CH2:3][CH2:2]1.[F:7][C:8]1[CH:16]=[CH:15][CH:14]=[C:13]([F:17])[C:9]=1[C:10](Cl)=[O:11], predict the reaction product. The product is: [F:7][C:8]1[CH:16]=[CH:15][CH:14]=[C:13]([F:17])[C:9]=1[C:10]([N:1]1[CH2:6][CH2:5][NH:4][CH2:3][CH2:2]1)=[O:11].